Predict the reactants needed to synthesize the given product. From a dataset of Full USPTO retrosynthesis dataset with 1.9M reactions from patents (1976-2016). (1) Given the product [O:10]=[C:7]1[N:6]([C:13]2[CH:18]=[CH:17][CH:16]=[CH:15][CH:14]=2)[C@H:5]([C:4]([O:3][CH3:1])=[O:11])[CH2:9][CH2:8]1, predict the reactants needed to synthesize it. The reactants are: [CH2:1]([O:3][C:4](=[O:11])[C@H:5]1[CH2:9][CH2:8][C:7](=[O:10])[NH:6]1)C.Br[C:13]1[CH:18]=[CH:17][CH:16]=[CH:15][CH:14]=1.C(=O)([O-])[O-].[Cs+].[Cs+].CC1(C)C2C(=C(P(C3C=CC=CC=3)C3C=CC=CC=3)C=CC=2)OC2C(P(C3C=CC=CC=3)C3C=CC=CC=3)=CC=CC1=2. (2) Given the product [CH2:4]([CH:5]1[CH2:10][CH2:9][N:8]([C:11]([O:13][C:14]([CH3:17])([CH3:16])[CH3:15])=[O:12])[CH2:7][CH2:6]1)[CH2:3][C:2]#[CH:18], predict the reactants needed to synthesize it. The reactants are: O=[CH:2][CH2:3][CH2:4][CH:5]1[CH2:10][CH2:9][N:8]([C:11]([O:13][C:14]([CH3:17])([CH3:16])[CH3:15])=[O:12])[CH2:7][CH2:6]1.[C:18](=O)([O-])[O-].[K+].[K+].[N+](=C(P(=O)(OC)OC)C(=O)C)=[N-]. (3) Given the product [CH2:9]([C:3]1[C:2]([C:18]2[CH:17]=[CH:4][C:3]([O:14][CH3:11])=[CH:2][CH:7]=2)=[CH:7][N:6]=[C:5]([NH2:8])[CH:4]=1)[CH3:10], predict the reactants needed to synthesize it. The reactants are: Br[C:2]1[C:3]([CH2:9][CH3:10])=[CH:4][C:5]([NH2:8])=[N:6][CH:7]=1.[C:11](=[O:14])([O-])[O-].[K+].[K+].[C:17](#N)[CH3:18]. (4) Given the product [C:1]([C:3]1[CH:4]=[C:5]([C:13]2[O:17][N:16]=[C:15]([C:18]3[CH:19]=[C:20]4[C:24](=[CH:25][C:26]=3[O:27][CH3:28])[N:23]([CH2:29][CH2:30][CH2:31][C:32]([OH:34])=[O:33])[N:22]=[CH:21]4)[N:14]=2)[CH:6]=[CH:7][C:8]=1[O:9][CH:10]([CH3:12])[CH3:11])#[N:2], predict the reactants needed to synthesize it. The reactants are: [C:1]([C:3]1[CH:4]=[C:5]([C:13]2[O:17][N:16]=[C:15]([C:18]3[CH:19]=[C:20]4[C:24](=[CH:25][C:26]=3[O:27][CH3:28])[N:23]([CH2:29][CH2:30][CH2:31][C:32]([O:34]CC)=[O:33])[N:22]=[CH:21]4)[N:14]=2)[CH:6]=[CH:7][C:8]=1[O:9][CH:10]([CH3:12])[CH3:11])#[N:2].[OH-].[Na+].Cl. (5) Given the product [CH2:1]([O:3][C:4](=[O:17])[C:5]1[CH:10]=[CH:9][CH:8]=[C:7]([C:11]2[CH2:15][CH2:14][CH2:13][C:12]=2[C:33]2[CH:34]=[C:35]([Cl:38])[CH:36]=[CH:37][C:32]=2[O:31][CH2:24][C:25]2[CH:26]=[CH:27][CH:28]=[CH:29][CH:30]=2)[CH:6]=1)[CH3:2], predict the reactants needed to synthesize it. The reactants are: [CH2:1]([O:3][C:4](=[O:17])[C:5]1[CH:10]=[CH:9][CH:8]=[C:7]([C:11]2[CH2:15][CH2:14][CH2:13][C:12]=2Br)[CH:6]=1)[CH3:2].C(=O)([O-])[O-].[K+].[K+].[CH2:24]([O:31][C:32]1[CH:37]=[CH:36][C:35]([Cl:38])=[CH:34][C:33]=1B(O)O)[C:25]1[CH:30]=[CH:29][CH:28]=[CH:27][CH:26]=1. (6) Given the product [OH:8][C:9]1[C:18]([OH:19])=[CH:17][C:16]([C:27]([F:28])([F:29])[F:30])=[CH:15][C:10]=1[C:11]([O:13][CH3:14])=[O:12], predict the reactants needed to synthesize it. The reactants are: C([O:8][C:9]1[C:18]([O:19]CC2C=CC=CC=2)=[CH:17][C:16]([C:27]([F:30])([F:29])[F:28])=[CH:15][C:10]=1[C:11]([O:13][CH3:14])=[O:12])C1C=CC=CC=1. (7) Given the product [OH:15][CH2:14][C:10]1[CH:9]=[C:8]2[C:13]([C:5]([C:3](=[O:4])[CH:2]([NH:27][C:26]3[CH:28]=[CH:29][CH:30]=[C:24]([O:23][CH3:22])[CH:25]=3)[C:16]3[CH:21]=[CH:20][CH:19]=[CH:18][CH:17]=3)=[CH:6][NH:7]2)=[CH:12][CH:11]=1, predict the reactants needed to synthesize it. The reactants are: Cl[CH:2]([C:16]1[CH:21]=[CH:20][CH:19]=[CH:18][CH:17]=1)[C:3]([C:5]1[C:13]2[C:8](=[CH:9][C:10]([CH2:14][OH:15])=[CH:11][CH:12]=2)[NH:7][CH:6]=1)=[O:4].[CH3:22][O:23][C:24]1[CH:25]=[C:26]([CH:28]=[CH:29][CH:30]=1)[NH2:27]. (8) Given the product [CH3:1][N:2]1[CH2:27][CH2:26][C:5]2[N:6]([CH2:14][C:15]([C:18]3[CH:19]=[CH:20][C:21]([C:24]([NH2:25])=[O:28])=[N:22][CH:23]=3)([OH:17])[CH3:16])[C:7]3[CH:8]=[CH:9][C:10]([CH3:13])=[CH:11][C:12]=3[C:4]=2[CH2:3]1, predict the reactants needed to synthesize it. The reactants are: [CH3:1][N:2]1[CH2:27][CH2:26][C:5]2[N:6]([CH2:14][C:15]([C:18]3[CH:19]=[CH:20][C:21]([C:24]#[N:25])=[N:22][CH:23]=3)([OH:17])[CH3:16])[C:7]3[CH:8]=[CH:9][C:10]([CH3:13])=[CH:11][C:12]=3[C:4]=2[CH2:3]1.[OH-:28].[K+].